This data is from Peptide-MHC class II binding affinity with 134,281 pairs from IEDB. The task is: Regression. Given a peptide amino acid sequence and an MHC pseudo amino acid sequence, predict their binding affinity value. This is MHC class II binding data. (1) The peptide sequence is ALTALIRDPPADSTG. The MHC is HLA-DQA10501-DQB10301 with pseudo-sequence HLA-DQA10501-DQB10301. The binding affinity (normalized) is 0.221. (2) The peptide sequence is TASHTRLSCDCDDKFYDC. The MHC is DRB1_1301 with pseudo-sequence DRB1_1301. The binding affinity (normalized) is 0.